Dataset: Reaction yield outcomes from USPTO patents with 853,638 reactions. Task: Predict the reaction yield, written as a fraction of the theoretical maximum amount of product (1.0 means a 100% yield; for example, 0.34 means a 34% yield). (1) The yield is 0.690. The catalyst is CS(C)=O.O. The product is [Cl:1][C:2]1[CH:12]=[C:11]([CH:14]=[CH2:15])[CH:10]=[CH:9][C:3]=1[C:4]([O:6][CH2:7][CH3:8])=[O:5]. The reactants are [Cl:1][C:2]1[CH:12]=[C:11](Br)[CH:10]=[CH:9][C:3]=1[C:4]([O:6][CH2:7][CH3:8])=[O:5].[CH:14]([B-](F)(F)F)=[CH2:15].[K+].C(=O)([O-])[O-].[K+].[K+]. (2) The reactants are [NH2:1][C:2]1[CH:7]=[CH:6][C:5]([S:8][C:9]2[CH:17]=[CH:16][C:12]([C:13](O)=[O:14])=[CH:11][C:10]=2[NH:18][C:19]2[C:20]3[CH:28]=[CH:27][C:26]([CH:29]([CH3:31])[CH3:30])=[N:25][C:21]=3[N:22]=[CH:23][N:24]=2)=[CH:4][C:3]=1[F:32].F[P-](F)(F)(F)(F)F.N1(OC(N(C)C)=[N+](C)C)C2N=CC=CC=2N=N1.[NH2:57][C:58]([C:62]1[CH:67]=[CH:66][CH:65]=[CH:64][CH:63]=1)([CH3:61])[CH2:59][OH:60].C(N(CC)C(C)C)(C)C. The catalyst is CS(C)=O.C(OCC)(=O)C.O. The product is [NH2:1][C:2]1[CH:7]=[CH:6][C:5]([S:8][C:9]2[CH:17]=[CH:16][C:12]([C:13]([NH:57][C:58]([C:62]3[CH:67]=[CH:66][CH:65]=[CH:64][CH:63]=3)([CH3:61])[CH2:59][OH:60])=[O:14])=[CH:11][C:10]=2[NH:18][C:19]2[C:20]3[CH:28]=[CH:27][C:26]([CH:29]([CH3:30])[CH3:31])=[N:25][C:21]=3[N:22]=[CH:23][N:24]=2)=[CH:4][C:3]=1[F:32]. The yield is 0.480. (3) The reactants are [Cl:1][C:2]1[CH:7]=[CH:6][C:5]([CH3:8])=[CH:4][C:3]=1[NH:9][C:10]1[N:15]2[N:16]=[CH:17][C:18]([C:19]([O:21][CH2:22][CH3:23])=[O:20])=[C:14]2[N:13]=[CH:12][C:11]=1[C:24]([OH:26])=O.Cl.[F:28][C:29]1([C:35]2[CH:40]=[CH:39][CH:38]=[CH:37][CH:36]=2)[CH2:34][CH2:33][NH:32][CH2:31][CH2:30]1. No catalyst specified. The product is [Cl:1][C:2]1[CH:7]=[CH:6][C:5]([CH3:8])=[CH:4][C:3]=1[NH:9][C:10]1[N:15]2[N:16]=[CH:17][C:18]([C:19]([O:21][CH2:22][CH3:23])=[O:20])=[C:14]2[N:13]=[CH:12][C:11]=1[C:24]([N:32]1[CH2:33][CH2:34][C:29]([F:28])([C:35]2[CH:36]=[CH:37][CH:38]=[CH:39][CH:40]=2)[CH2:30][CH2:31]1)=[O:26]. The yield is 0.720. (4) The reactants are N1C2C(=C(N3CCN(CC4CCC5C(=CC=CC=5)N4)CC3)C=CC=2)C=C1.[F:27][C:28]([F:55])([F:54])[CH2:29][O:30][C:31]1[CH:36]=[CH:35][CH:34]=[CH:33][C:32]=1[N:37]1[CH2:42][CH2:41][N:40]([CH2:43][C:44]2[CH:53]=[CH:52][C:51]3[C:46](=[CH:47][CH:48]=[CH:49][CH:50]=3)[N:45]=2)[CH2:39][CH2:38]1. No catalyst specified. The product is [NH:45]1[C:46]2[C:51](=[CH:50][CH:49]=[CH:48][CH:47]=2)[CH2:52][CH2:53][CH:44]1[CH2:43][N:40]1[CH2:41][CH2:42][N:37]([C:32]2[CH:33]=[CH:34][CH:35]=[CH:36][C:31]=2[O:30][CH2:29][C:28]([F:54])([F:55])[F:27])[CH2:38][CH2:39]1. The yield is 0.610. (5) The reactants are [Na].[I-:2].C([O-])(=O)C.[NH4+].C(OO)(=O)C.C([Sn](CCCC)(CCCC)[C:18]1[CH:25]=[CH:24][C:21]([CH:22]=[O:23])=[CH:20][CH:19]=1)CCC. The catalyst is O.CO.C(#N)C. The product is [I:2][C:18]1[CH:25]=[CH:24][C:21]([CH:22]=[O:23])=[CH:20][CH:19]=1. The yield is 0.480. (6) The reactants are [Cl:1][C:2]1[CH:3]=[C:4]2[C:8](=[CH:9][CH:10]=1)[NH:7][CH:6]=[C:5]2[CH2:11][CH2:12][NH:13][C:14](=[O:18])[C:15]([OH:17])=O.S(Cl)(Cl)=O.ClC1C=C2C(=CC=1)NC=C2CCNC(=O)C(Cl)=O.C(N(CC)CC)C.[CH:48]1([C:54]([NH:56][NH2:57])=O)[CH2:53][CH2:52][CH2:51][CH2:50][CH2:49]1.C1(C)C=CC(S(Cl)(=O)=O)=CC=1. The catalyst is C(Cl)(Cl)Cl.ClCCl. The product is [Cl:1][C:2]1[CH:3]=[C:4]2[C:8](=[CH:9][CH:10]=1)[NH:7][CH:6]=[C:5]2[CH2:11][CH2:12][NH:13][C:14]([C:15]1[O:17][C:54]([CH:48]2[CH2:53][CH2:52][CH2:51][CH2:50][CH2:49]2)=[N:56][N:57]=1)=[O:18]. The yield is 0.0140.